This data is from Reaction yield outcomes from USPTO patents with 853,638 reactions. The task is: Predict the reaction yield, written as a fraction of the theoretical maximum amount of product (1.0 means a 100% yield; for example, 0.34 means a 34% yield). (1) The reactants are C[O:2][C:3](=[O:30])[C:4]1[CH:9]=[CH:8][C:7]([CH3:10])=[C:6]([N:11]2[C:16](=[O:17])[C:15]([Cl:18])=[C:14]([O:19][CH2:20][C:21]3[CH:26]=[CH:25][C:24]([F:27])=[CH:23][C:22]=3[F:28])[N:13]=[C:12]2[CH3:29])[CH:5]=1.[OH-].[Na+]. The catalyst is O1CCCC1. The product is [Cl:18][C:15]1[C:16](=[O:17])[N:11]([C:6]2[CH:5]=[C:4]([CH:9]=[CH:8][C:7]=2[CH3:10])[C:3]([OH:30])=[O:2])[C:12]([CH3:29])=[N:13][C:14]=1[O:19][CH2:20][C:21]1[CH:26]=[CH:25][C:24]([F:27])=[CH:23][C:22]=1[F:28]. The yield is 1.00. (2) The reactants are O=[C:2]1[CH2:6][CH2:5][CH2:4][CH:3]1[C:7]([O:9][CH2:10][CH3:11])=[O:8].[Br-].C([P+](CCCC)(CCCC)[CH2:18][C:19]([O:21][CH2:22][CH3:23])=[O:20])CCC. The catalyst is C1(C)C=CC=CC=1. The product is [CH2:22]([O:21][C:19](=[O:20])[CH2:18][C:2]1[CH2:6][CH2:5][CH2:4][C:3]=1[C:7]([O:9][CH2:10][CH3:11])=[O:8])[CH3:23]. The yield is 0.450. (3) The reactants are Br[C:2]1[CH:7]=[CH:6][N:5]=[C:4]([NH2:8])[CH:3]=1.[CH:9]1(B(O)O)[CH2:11][CH2:10]1.C([O-])([O-])=O.[K+].[K+]. The yield is 0.420. The product is [CH:9]1([C:2]2[CH:7]=[CH:6][N:5]=[C:4]([NH2:8])[CH:3]=2)[CH2:11][CH2:10]1. The catalyst is O1CCOCC1.O.C1C=CC(P(C2C=CC=CC=2)[C-]2C=CC=C2)=CC=1.C1C=CC(P(C2C=CC=CC=2)[C-]2C=CC=C2)=CC=1.Cl[Pd]Cl.[Fe+2]. (4) The reactants are [Br-].[Li+].C[Si](Cl)(C)C.C[SiH](C)O[SiH](C)C.Br[CH2:16][C:17]1[C:22]2[O:23][C:24]([CH3:27])([CH3:26])[O:25][C:21]=2[C:20]([O:28][CH3:29])=[CH:19][CH:18]=1.[C-:30]#[N:31].[Na+]. The catalyst is C(#N)C.C1(C)C=CC=CC=1.CN(C=O)C.O. The product is [CH3:26][C:24]1([CH3:27])[O:25][C:21]2[C:20]([O:28][CH3:29])=[CH:19][CH:18]=[C:17]([CH2:16][C:30]#[N:31])[C:22]=2[O:23]1. The yield is 0.920. (5) The yield is 0.530. The product is [C:19]([O:18][CH:12]([C:3]1[C:2]([C:40]2[CH:49]=[CH:48][C:47]3[O:46][CH2:45][CH2:44][CH2:43][C:42]=3[CH:41]=2)=[CH:11][C:6]2[O:7][CH2:8][CH2:9][O:10][C:5]=2[CH:4]=1)[C:13]([O:15][CH2:16][CH3:17])=[O:14])([CH3:22])([CH3:21])[CH3:20]. The reactants are Br[C:2]1[C:3]([CH:12]([O:18][C:19]([CH3:22])([CH3:21])[CH3:20])[C:13]([O:15][CH2:16][CH3:17])=[O:14])=[CH:4][C:5]2[O:10][CH2:9][CH2:8][O:7][C:6]=2[CH:11]=1.C(O)C.C(=O)([O-])[O-].[Na+].[Na+].CC1(C)C(C)(C)OB([C:40]2[CH:41]=[C:42]3[C:47](=[CH:48][CH:49]=2)[O:46][CH2:45][CH2:44][CH2:43]3)O1. The catalyst is C1C=CC([P]([Pd]([P](C2C=CC=CC=2)(C2C=CC=CC=2)C2C=CC=CC=2)([P](C2C=CC=CC=2)(C2C=CC=CC=2)C2C=CC=CC=2)[P](C2C=CC=CC=2)(C2C=CC=CC=2)C2C=CC=CC=2)(C2C=CC=CC=2)C2C=CC=CC=2)=CC=1.O.C1(C)C=CC=CC=1. (6) The reactants are [C:1]([C:3]1[CH:8]=[CH:7][CH:6]=[CH:5][C:4]=1[C:9]1[CH:14]=[CH:13][C:12]([CH2:15][C:16]2[C:17](=[O:39])[N:18]([C@H:28]3[CH2:33][CH2:32][C@H:31]([O:34][CH2:35][C:36](O)=[O:37])[CH2:30][CH2:29]3)[C:19]3[N:20]([N:25]=[CH:26][N:27]=3)[C:21]=2[CH2:22][CH2:23][CH3:24])=[CH:11][CH:10]=1)#[N:2].Cl.[CH3:41][O:42][NH:43][CH3:44].ON1C2C=CC=CC=2N=N1.Cl.C(N=C=NCCCN(C)C)C. The catalyst is C(OCC)(=O)C.CN(C)C=O.C(N(CC)CC)C. The product is [C:1]([C:3]1[CH:8]=[CH:7][CH:6]=[CH:5][C:4]=1[C:9]1[CH:14]=[CH:13][C:12]([CH2:15][C:16]2[C:17](=[O:39])[N:18]([C@H:28]3[CH2:29][CH2:30][C@H:31]([O:34][CH2:35][C:36]([N:43]([O:42][CH3:41])[CH3:44])=[O:37])[CH2:32][CH2:33]3)[C:19]3[N:20]([N:25]=[CH:26][N:27]=3)[C:21]=2[CH2:22][CH2:23][CH3:24])=[CH:11][CH:10]=1)#[N:2]. The yield is 0.770. (7) The reactants are Br[C:2]1[C:10]2[C:9]([NH2:11])=[N:8][CH:7]=[N:6][C:5]=2[N:4]([CH:12]([CH3:14])[CH3:13])[CH:3]=1.[F:15][C:16]1[CH:21]=[CH:20][C:19]([F:22])=[CH:18][C:17]=1[CH2:23][C:24]([N:26]1[C:34]2[C:29](=[CH:30][C:31](B3OC(C)(C)C(C)(C)O3)=[CH:32][CH:33]=2)[CH2:28][CH2:27]1)=[O:25].C([O-])(O)=O.[Na+]. The catalyst is C1C=CC([P]([Pd]([P](C2C=CC=CC=2)(C2C=CC=CC=2)C2C=CC=CC=2)([P](C2C=CC=CC=2)(C2C=CC=CC=2)C2C=CC=CC=2)[P](C2C=CC=CC=2)(C2C=CC=CC=2)C2C=CC=CC=2)(C2C=CC=CC=2)C2C=CC=CC=2)=CC=1.O1CCOCC1. The product is [F:15][C:16]1[CH:21]=[CH:20][C:19]([F:22])=[CH:18][C:17]=1[CH2:23][C:24]([N:26]1[C:34]2[C:29](=[CH:30][C:31]([C:2]3[C:10]4[C:9]([NH2:11])=[N:8][CH:7]=[N:6][C:5]=4[N:4]([CH:12]([CH3:14])[CH3:13])[CH:3]=3)=[CH:32][CH:33]=2)[CH2:28][CH2:27]1)=[O:25]. The yield is 0.433.